Dataset: Forward reaction prediction with 1.9M reactions from USPTO patents (1976-2016). Task: Predict the product of the given reaction. (1) Given the reactants [Cl:1][C:2]1[N:10]=[C:9]2[C:5]([N:6]([CH2:11][C@H:12]3[CH2:17][CH2:16][C@H:15]([CH3:18])[CH2:14][CH2:13]3)[CH:7]=[N:8]2)=[C:4](Cl)[N:3]=1.[Cl:20][C:21]1[CH:22]=[C:23](B(O)O)[CH:24]=[N:25][CH:26]=1.[O-]P([O-])([O-])=O.[K+].[K+].[K+], predict the reaction product. The product is: [Cl:1][C:2]1[N:10]=[C:9]2[C:5]([N:6]([CH2:11][C@H:12]3[CH2:17][CH2:16][C@H:15]([CH3:18])[CH2:14][CH2:13]3)[CH:7]=[N:8]2)=[C:4]([C:23]2[CH:24]=[N:25][CH:26]=[C:21]([Cl:20])[CH:22]=2)[N:3]=1. (2) Given the reactants Br[CH2:2][CH2:3][OH:4].[C:5]1([S:11]([CH2:14][C:15]2[C:20]([C:21]([O:23][CH2:24][CH3:25])=[O:22])=[C:19]([OH:26])[C:18]([C:27]3[CH:31]=[CH:30][O:29][CH:28]=3)=[CH:17][CH:16]=2)(=[O:13])=[O:12])[CH:10]=[CH:9][CH:8]=[CH:7][CH:6]=1.C(=O)([O-])[O-].[Cs+].[Cs+], predict the reaction product. The product is: [C:5]1([S:11]([CH2:14][C:15]2[C:20]([C:21]([O:23][CH2:24][CH3:25])=[O:22])=[C:19]([O:26][CH2:2][CH2:3][OH:4])[C:18]([C:27]3[CH:31]=[CH:30][O:29][CH:28]=3)=[CH:17][CH:16]=2)(=[O:13])=[O:12])[CH:10]=[CH:9][CH:8]=[CH:7][CH:6]=1. (3) Given the reactants [CH:1]1[C:6]([NH2:7])=[CH:5][CH:4]=[C:3]([N:8]=[N:9][C:10]2[CH:15]=[CH:14][C:13]([N+:16]([O-:18])=[O:17])=[CH:12][CH:11]=2)[CH:2]=1.[C:19](Cl)(Cl)=[O:20], predict the reaction product. The product is: [N:7]([C:6]1[CH:1]=[CH:2][C:3]([N:8]=[N:9][C:10]2[CH:15]=[CH:14][C:13]([N+:16]([O-:18])=[O:17])=[CH:12][CH:11]=2)=[CH:4][CH:5]=1)=[C:19]=[O:20].